Dataset: Full USPTO retrosynthesis dataset with 1.9M reactions from patents (1976-2016). Task: Predict the reactants needed to synthesize the given product. (1) Given the product [Cl:1][C:2]1[N:7]=[C:6]([NH:10][CH:11]2[C:15]3([CH2:19][CH2:18][CH2:17][CH2:16]3)[CH2:14][N:13]([C:20]([O:22][C:23]([CH3:26])([CH3:25])[CH3:24])=[O:21])[CH2:12]2)[C:5]([Cl:9])=[CH:4][N:3]=1, predict the reactants needed to synthesize it. The reactants are: [Cl:1][C:2]1[N:7]=[C:6](Cl)[C:5]([Cl:9])=[CH:4][N:3]=1.[NH2:10][CH:11]1[C:15]2([CH2:19][CH2:18][CH2:17][CH2:16]2)[CH2:14][N:13]([C:20]([O:22][C:23]([CH3:26])([CH3:25])[CH3:24])=[O:21])[CH2:12]1.CCN(CC)CC. (2) Given the product [CH2:1]([O:3][C:4](=[O:27])[CH2:5][N:6]1[C:14]2[CH2:13][CH2:12][CH2:11][C@@H:10]([N:15]([S:16]([C:19]3[CH:24]=[CH:23][C:22]([F:25])=[C:21]([Cl:26])[CH:20]=3)(=[O:17])=[O:18])[CH3:30])[C:9]=2[CH:8]=[N:7]1)[CH3:2], predict the reactants needed to synthesize it. The reactants are: [CH2:1]([O:3][C:4](=[O:27])[CH2:5][N:6]1[C:14]2[CH2:13][CH2:12][CH2:11][C@@H:10]([NH:15][S:16]([C:19]3[CH:24]=[CH:23][C:22]([F:25])=[C:21]([Cl:26])[CH:20]=3)(=[O:18])=[O:17])[C:9]=2[CH:8]=[N:7]1)[CH3:2].CI.[C:30](=O)([O-])[O-].[K+].[K+]. (3) The reactants are: [CH3:1][C:2]1([CH3:12])[C:7](=[O:8])[CH2:6][C:5](=[O:9])[C:4]([CH3:11])([CH3:10])[O:3]1.C(Cl)(Cl)Cl.C([O-])(=O)C.C([O-])(=O)C.C([O-])(=O)C.[Cl:29][C:30]1[CH:31]=[CH:32][C:33]([CH3:37])=[C:34]([Pb+3])[CH:35]=1. Given the product [Cl:29][C:30]1[CH:35]=[CH:34][C:33]([CH3:37])=[C:32]([CH:6]2[C:7](=[O:8])[C:2]([CH3:12])([CH3:1])[O:3][C:4]([CH3:11])([CH3:10])[C:5]2=[O:9])[CH:31]=1, predict the reactants needed to synthesize it. (4) The reactants are: [O:1]1[CH2:6][CH2:5][CH:4]([C:7]2[CH:12]=[CH:11][C:10]([OH:13])=[CH:9][CH:8]=2)[CH2:3][CH2:2]1.C(NCC(C)C)C(C)C.S(Cl)([Cl:26])(=O)=O. Given the product [Cl:26][C:9]1[CH:8]=[C:7]([CH:4]2[CH2:5][CH2:6][O:1][CH2:2][CH2:3]2)[CH:12]=[CH:11][C:10]=1[OH:13], predict the reactants needed to synthesize it. (5) Given the product [C:2]([C:3]([C:4]([C:5]([F:6])([F:7])[F:8])([F:9])[F:10])=[O:11])([F:13])([F:12])[F:1].[F:1][C:2]([F:12])([F:13])[C:3](=[O:11])[C:4]([F:10])([F:9])[C:5]([F:8])([F:7])[F:6], predict the reactants needed to synthesize it. The reactants are: [F:1][C:2]([F:13])([F:12])[C:3](=[O:11])[C:4]([F:10])([F:9])[C:5]([F:8])([F:7])[F:6]. (6) Given the product [CH2:1]([C:8]1[CH:9]=[C:10]2[O:16][C:26]([C:28]3[CH:42]=[CH:41][C:31]([CH2:32][N:33]4[CH2:36][CH:35]([C:37]([O:39][CH3:40])=[O:38])[CH2:34]4)=[CH:30][C:29]=3[F:43])=[CH:27][C:11]2=[N:12][C:13]=1[Cl:14])[C:2]1[CH:7]=[CH:6][CH:5]=[CH:4][CH:3]=1, predict the reactants needed to synthesize it. The reactants are: [CH2:1]([C:8]1[CH:9]=[C:10]([OH:16])[C:11](I)=[N:12][C:13]=1[Cl:14])[C:2]1[CH:7]=[CH:6][CH:5]=[CH:4][CH:3]=1.C(N(C(C)C)C(C)C)C.[C:26]([C:28]1[CH:42]=[CH:41][C:31]([CH2:32][N:33]2[CH2:36][CH:35]([C:37]([O:39][CH3:40])=[O:38])[CH2:34]2)=[CH:30][C:29]=1[F:43])#[CH:27].CN(C=O)C. (7) The reactants are: C([O:8][C:9]1[CH:10]=[C:11]2[C:15](=[CH:16][CH:17]=1)[N:14]([C@@H:18]([C:23]1[CH:28]=[CH:27][CH:26]=[CH:25][CH:24]=1)[C@H:19]([OH:22])[CH2:20]O)[C:13](=[O:29])[C:12]12[CH2:34][CH2:33][CH2:32][CH2:31][CH2:30]1)C1C=CC=CC=1.[C:35]1([CH3:45])[CH:40]=[CH:39][C:38](S(Cl)(=O)=O)=[CH:37][CH:36]=1.[CH3:46][NH2:47].C(=O)(O)[O-].[Na+]. Given the product [CH2:45]([O:8][C:9]1[CH:10]=[C:11]2[C:15](=[CH:16][CH:17]=1)[N:14]([C@@H:18]([C:23]1[CH:28]=[CH:27][CH:26]=[CH:25][CH:24]=1)[C@H:19]([OH:22])[CH2:20][NH:47][CH3:46])[C:13](=[O:29])[C:12]12[CH2:34][CH2:33][CH2:32][CH2:31][CH2:30]1)[C:35]1[CH:40]=[CH:39][CH:38]=[CH:37][CH:36]=1, predict the reactants needed to synthesize it. (8) Given the product [CH2:1]([N:8]1[C:16]2[CH:15]=[CH:14][C:13]3[N:12]([C:33]([CH3:40])=[N:24][N:25]=3)[C:11]=2[CH:10]=[C:9]1[C:18]1[CH:23]=[CH:22][CH:21]=[CH:20][N:19]=1)[C:2]1[CH:7]=[CH:6][CH:5]=[CH:4][CH:3]=1, predict the reactants needed to synthesize it. The reactants are: [CH2:1]([N:8]1[C:16]2[C:11](=[N:12][C:13](Cl)=[CH:14][CH:15]=2)[CH:10]=[C:9]1[C:18]1[CH:23]=[CH:22][CH:21]=[CH:20][N:19]=1)[C:2]1[CH:7]=[CH:6][CH:5]=[CH:4][CH:3]=1.[NH:24]([C:33](OC(C)(C)C)=O)[NH:25]C(OC(C)(C)C)=O.[C:40]([O-])([O-])=O.[Cs+].[Cs+]. (9) Given the product [CH3:7][C:2]1[C:3](=[C:9]([CH3:11])[CH3:8])[CH:4]=[C:5]([CH3:13])[CH:6]=1, predict the reactants needed to synthesize it. The reactants are: C[C:2]1([CH3:7])[CH:6]=[CH:5][CH:4]=[CH:3]1.[CH3:8][C:9]([CH3:11])=O.N1CCC[CH2:13]1.Cl. (10) Given the product [C:12]([N:7]1[C:8]2[C:4](=[CH:3][C:2]([F:1])=[CH:10][CH:9]=2)[CH2:5][C:6]1=[O:11])(=[O:14])[CH3:13], predict the reactants needed to synthesize it. The reactants are: [F:1][C:2]1[CH:3]=[C:4]2[C:8](=[CH:9][CH:10]=1)[NH:7][C:6](=[O:11])[CH2:5]2.[C:12](OC(=O)C)(=[O:14])[CH3:13].